From a dataset of Peptide-MHC class I binding affinity with 185,985 pairs from IEDB/IMGT. Regression. Given a peptide amino acid sequence and an MHC pseudo amino acid sequence, predict their binding affinity value. This is MHC class I binding data. The peptide sequence is MQIIRDII. The MHC is Mamu-B08 with pseudo-sequence Mamu-B08. The binding affinity (normalized) is 0.00383.